From a dataset of Reaction yield outcomes from USPTO patents with 853,638 reactions. Predict the reaction yield, written as a fraction of the theoretical maximum amount of product (1.0 means a 100% yield; for example, 0.34 means a 34% yield). (1) The reactants are [C:1]([O:4][CH2:5][C:6]1[C:11]([N:12]2[CH2:24][CH2:23][N:15]3[C:16]4[CH2:17][CH2:18][CH2:19][CH2:20][C:21]=4[CH:22]=[C:14]3[C:13]2=[O:25])=[CH:10][C:9]([F:26])=[CH:8][C:7]=1N1CCN2C3CCCCC=3C=C2C1=O)(=[O:3])[CH3:2].Br[C:42]1[N:47]=[C:46]([NH:48][C:49]2[CH:50]=[C:51]3[C:56](=[CH:57][CH:58]=2)[CH2:55][N:54]([C:59]([O:61][C:62]([CH3:65])([CH3:64])[CH3:63])=[O:60])[CH2:53][CH2:52]3)[C:45](=[O:66])[N:44]([CH3:67])[CH:43]=1.C([O-])([O-])=O.[Na+].[Na+]. The catalyst is COCCOC.C1C=CC(P(C2C=CC=CC=2)[C-]2C=CC=C2)=CC=1.C1C=CC(P(C2C=CC=CC=2)[C-]2C=CC=C2)=CC=1.Cl[Pd]Cl.[Fe+2]. The product is [C:62]([O:61][C:59]([N:54]1[CH2:53][CH2:52][C:51]2[C:56](=[CH:57][CH:58]=[C:49]([NH:48][C:46]3[C:45](=[O:66])[N:44]([CH3:67])[CH:43]=[C:42]([C:7]4[CH:8]=[C:9]([F:26])[CH:10]=[C:11]([N:12]5[CH2:24][CH2:23][N:15]6[C:16]7[CH2:17][CH2:18][CH2:19][CH2:20][C:21]=7[CH:22]=[C:14]6[C:13]5=[O:25])[C:6]=4[CH2:5][O:4][C:1](=[O:3])[CH3:2])[N:47]=3)[CH:50]=2)[CH2:55]1)=[O:60])([CH3:65])([CH3:64])[CH3:63]. The yield is 0.510. (2) The reactants are [Cl:1][C:2]1[CH:7]=[C:6]([O:8][CH3:9])[C:5]([F:10])=[CH:4][C:3]=1[N+:11]([O-])=O.Cl. The catalyst is O. The product is [Cl:1][C:2]1[CH:7]=[C:6]([O:8][CH3:9])[C:5]([F:10])=[CH:4][C:3]=1[NH2:11]. The yield is 0.800. (3) The reactants are [CH:1]1([CH2:4][N:5]2[CH2:10][CH2:9][CH:8]([N:11]([CH3:33])[C:12](=[O:32])[CH2:13][NH:14][C:15]3[C:20]([CH3:21])=[CH:19][N:18]=[C:17]([NH:22]CC4C=CC(OC)=CC=4)[N:16]=3)[CH2:7][CH2:6]2)[CH2:3][CH2:2]1.FC(F)(F)C(O)=O. The catalyst is C(Cl)Cl. The product is [NH2:22][C:17]1[N:16]=[C:15]([NH:14][CH2:13][C:12]([N:11]([CH:8]2[CH2:9][CH2:10][N:5]([CH2:4][CH:1]3[CH2:3][CH2:2]3)[CH2:6][CH2:7]2)[CH3:33])=[O:32])[C:20]([CH3:21])=[CH:19][N:18]=1. The yield is 0.680. (4) The reactants are [NH2:1][C:2]1[C:3]([C:15]([NH:17][CH3:18])=[O:16])=[N:4][C:5]([C:8]2[CH:13]=[CH:12][CH:11]=[C:10]([NH2:14])[CH:9]=2)=[CH:6][N:7]=1.[CH2:19]([N:26]=[C:27]=[O:28])[C:20]1[CH:25]=[CH:24][CH:23]=[CH:22][CH:21]=1. The catalyst is O1CCCC1. The product is [NH2:1][C:2]1[C:3]([C:15]([NH:17][CH3:18])=[O:16])=[N:4][C:5]([C:8]2[CH:13]=[CH:12][CH:11]=[C:10]([NH:14][C:27]([NH:26][CH2:19][C:20]3[CH:25]=[CH:24][CH:23]=[CH:22][CH:21]=3)=[O:28])[CH:9]=2)=[CH:6][N:7]=1. The yield is 0.700. (5) The reactants are [CH3:1][N:2]([CH3:20])[CH2:3][CH2:4][CH2:5][O:6][C:7]1[CH:12]=[CH:11][C:10]([NH2:13])=[CH:9][C:8]=1[C:14]1[N:15]([CH3:19])[N:16]=[CH:17][CH:18]=1.[C:21]1([N:27]=[C:28]=[O:29])[CH:26]=[CH:25][CH:24]=[CH:23][CH:22]=1. The catalyst is C(Cl)Cl. The product is [CH3:20][N:2]([CH3:1])[CH2:3][CH2:4][CH2:5][O:6][C:7]1[CH:12]=[CH:11][C:10]([NH:13][C:28]([NH:27][C:21]2[CH:26]=[CH:25][CH:24]=[CH:23][CH:22]=2)=[O:29])=[CH:9][C:8]=1[C:14]1[N:15]([CH3:19])[N:16]=[CH:17][CH:18]=1. The yield is 0.690. (6) The yield is 0.190. The catalyst is C1C=CC(P(C2C=CC=CC=2)[C-]2C=CC=C2)=CC=1.C1C=CC(P(C2C=CC=CC=2)[C-]2C=CC=C2)=CC=1.Cl[Pd]Cl.[Fe+2].O. The reactants are Br[C:2]1[N:6]2[C:7](=[O:25])[CH:8]=[C:9]([CH2:11][N:12]3[C:16]([CH:17]4[CH2:19][CH2:18]4)=[C:15]([F:20])[C:14]([C:21]([F:24])([F:23])[F:22])=[N:13]3)[N:10]=[C:5]2[S:4][C:3]=1[CH3:26].C(#N)C.C(=O)([O-])[O-].[Na+].[Na+].[OH:36][CH2:37][C@@H:38]1[CH2:40][C@H:39]1[B-](F)(F)F.[K+]. The product is [CH:17]1([C:16]2[N:12]([CH2:11][C:9]3[N:10]=[C:5]4[S:4][C:3]([CH3:26])=[C:2]([C@@H:39]5[CH2:40][C@H:38]5[CH2:37][OH:36])[N:6]4[C:7](=[O:25])[CH:8]=3)[N:13]=[C:14]([C:21]([F:24])([F:23])[F:22])[C:15]=2[F:20])[CH2:19][CH2:18]1. (7) The reactants are C[O:2][C:3](=[O:18])[C@@H:4]([O:15][CH2:16][CH3:17])[CH2:5][C:6]1[CH:7]=[C:8]2[C:12](=[CH:13][CH:14]=1)[NH:11][CH:10]=[CH:9]2.Cl[CH2:20][C:21]1[N:22]=[C:23]([C:27]2[CH:32]=[CH:31][C:30]([C:33]([F:36])([F:35])[F:34])=[CH:29][CH:28]=2)[O:24][C:25]=1[CH3:26]. No catalyst specified. The product is [CH2:16]([O:15][C@@H:4]([CH2:5][C:6]1[CH:7]=[C:8]2[C:12](=[CH:13][CH:14]=1)[N:11]([CH2:20][C:21]1[N:22]=[C:23]([C:27]3[CH:28]=[CH:29][C:30]([C:33]([F:36])([F:35])[F:34])=[CH:31][CH:32]=3)[O:24][C:25]=1[CH3:26])[CH:10]=[CH:9]2)[C:3]([OH:2])=[O:18])[CH3:17]. The yield is 0.500. (8) The reactants are [Cl:1][C:2]([Cl:33])([Cl:32])[CH2:3][O:4][C:5](=[O:31])[NH:6][C:7]1[CH:12]=[CH:11][C:10]([S:13][C:14]2[CH:19]=[CH:18][C:17]([C:20](=[O:29])[NH:21][C:22]3[CH:27]=[CH:26][C:25]([Br:28])=[CH:24][N:23]=3)=[CH:16][C:15]=2[NH2:30])=[CH:9][CH:8]=1.C([C:36]1[C:37]([N:45]=[CH:46][N:47]([CH3:49])C)=[N:38][C:39]([CH:42]([CH3:44])[CH3:43])=[CH:40][CH:41]=1)#N. The catalyst is C(O)(=O)C. The product is [Cl:33][C:2]([Cl:1])([Cl:32])[CH2:3][O:4][C:5](=[O:31])[NH:6][C:7]1[CH:12]=[CH:11][C:10]([S:13][C:14]2[CH:19]=[CH:18][C:17]([C:20](=[O:29])[NH:21][C:22]3[CH:27]=[CH:26][C:25]([Br:28])=[CH:24][N:23]=3)=[CH:16][C:15]=2[NH:30][C:49]2[C:36]3[CH:41]=[CH:40][C:39]([CH:42]([CH3:43])[CH3:44])=[N:38][C:37]=3[N:45]=[CH:46][N:47]=2)=[CH:9][CH:8]=1. The yield is 0.790.